From a dataset of TCR-epitope binding with 47,182 pairs between 192 epitopes and 23,139 TCRs. Binary Classification. Given a T-cell receptor sequence (or CDR3 region) and an epitope sequence, predict whether binding occurs between them. (1) The epitope is YLNTLTLAV. The TCR CDR3 sequence is CASSYSPGYNEQFF. Result: 1 (the TCR binds to the epitope). (2) The epitope is KEIDRLNEV. The TCR CDR3 sequence is CASSQEWDTQYF. Result: 1 (the TCR binds to the epitope). (3) The epitope is YIFFASFYY. The TCR CDR3 sequence is CSAPVGLGAADTQYF. Result: 0 (the TCR does not bind to the epitope). (4) The epitope is FVDGVPFVV. The TCR CDR3 sequence is CASSLGGGGSSYNEQFF. Result: 1 (the TCR binds to the epitope). (5) The epitope is VVYRGTTTY. The TCR CDR3 sequence is CASSPREANEQFF. Result: 1 (the TCR binds to the epitope).